This data is from Full USPTO retrosynthesis dataset with 1.9M reactions from patents (1976-2016). The task is: Predict the reactants needed to synthesize the given product. (1) Given the product [CH3:12][C:6]1[CH:7]=[CH:8][CH:9]=[C:10]2[C:5]=1[C:4](=[O:13])[NH:3][C:2]([N:18]1[CH2:19][CH2:20][N:15]([CH3:14])[CH2:16][CH2:17]1)=[CH:11]2, predict the reactants needed to synthesize it. The reactants are: Cl[C:2]1[NH:3][C:4](=[O:13])[C:5]2[C:10]([CH:11]=1)=[CH:9][CH:8]=[CH:7][C:6]=2[CH3:12].[CH3:14][N:15]1[CH2:20][CH2:19][NH:18][CH2:17][CH2:16]1. (2) Given the product [CH2:1]([NH:8][C:9]1[C:10]([F:23])=[C:11]([O:21][CH3:22])[CH:12]=[C:16]([O:19][CH3:20])[C:17]=1[F:18])[C:2]1[CH:3]=[CH:4][CH:5]=[CH:6][CH:7]=1, predict the reactants needed to synthesize it. The reactants are: [CH2:1]([NH:8][C:9]1[C:17]([F:18])=[C:16]([O:19][CH3:20])[C:12](C(O)=O)=[C:11]([O:21][CH3:22])[C:10]=1[F:23])[C:2]1[CH:7]=[CH:6][CH:5]=[CH:4][CH:3]=1. (3) Given the product [Br:1][C:2]1[CH:10]=[CH:9][CH:8]=[CH:7][C:3]=1[CH2:4][CH2:5][NH:6][CH:14]([CH2:15][CH2:16][CH3:17])[CH2:13][CH2:12][CH3:11], predict the reactants needed to synthesize it. The reactants are: [Br:1][C:2]1[CH:10]=[CH:9][CH:8]=[CH:7][C:3]=1[CH2:4][CH2:5][NH2:6].[CH3:11][CH2:12][CH2:13][C:14](=O)[CH2:15][CH2:16][CH3:17].C(O[BH-](OC(=O)C)OC(=O)C)(=O)C.[Na+].[OH-].[Na+]. (4) Given the product [CH:43]1([C:47]([NH:49][NH:50][C:27](=[S:28])[NH:1][C:2]2[CH:3]=[CH:4][C:5]([C:8]3[CH:9]=[CH:10][C:11]([C:14]45[CH2:19][CH2:18][C:17]([CH2:22][C:23]([O:25][CH3:26])=[O:24])([CH2:20][CH2:21]4)[O:16][CH2:15]5)=[CH:12][CH:13]=3)=[CH:6][CH:7]=2)=[O:48])[CH2:46][CH2:45][CH2:44]1, predict the reactants needed to synthesize it. The reactants are: [NH2:1][C:2]1[CH:7]=[CH:6][C:5]([C:8]2[CH:13]=[CH:12][C:11]([C:14]34[CH2:21][CH2:20][C:17]([CH2:22][C:23]([O:25][CH3:26])=[O:24])([CH2:18][CH2:19]3)[O:16][CH2:15]4)=[CH:10][CH:9]=2)=[CH:4][CH:3]=1.[C:27](N1C=CC=CC1=O)(N1C=CC=CC1=O)=[S:28].[CH:43]1([C:47]([NH:49][NH2:50])=[O:48])[CH2:46][CH2:45][CH2:44]1.